Dataset: Forward reaction prediction with 1.9M reactions from USPTO patents (1976-2016). Task: Predict the product of the given reaction. (1) Given the reactants [N:1]12[CH2:7][C:4]([C:8]([C:17]3[CH:22]=[CH:21][CH:20]=[CH:19][CH:18]=3)([C:11]3[CH:16]=[CH:15][CH:14]=[CH:13][CH:12]=3)[C:9]#[N:10])([CH2:5][CH2:6]1)[CH2:3][CH2:2]2.[C:23]1([CH2:29][O:30][CH2:31][CH2:32][Br:33])[CH:28]=[CH:27][CH:26]=[CH:25][CH:24]=1, predict the reaction product. The product is: [Br-:33].[C:9]([C:8]([C:17]1[CH:22]=[CH:21][CH:20]=[CH:19][CH:18]=1)([C:11]1[CH:12]=[CH:13][CH:14]=[CH:15][CH:16]=1)[C:4]12[CH2:7][N+:1]([CH2:32][CH2:31][O:30][CH2:29][C:23]3[CH:28]=[CH:27][CH:26]=[CH:25][CH:24]=3)([CH2:6][CH2:5]1)[CH2:2][CH2:3]2)#[N:10]. (2) The product is: [C:8]([O:7][C@@H:6]1[C@H:16]([O:17][C:18](=[O:25])[C:19]2[CH:20]=[CH:21][CH:22]=[CH:23][CH:24]=2)[C@@H:26]([CH2:28][O:29][C:30](=[O:37])[C:31]2[CH:36]=[CH:35][CH:34]=[CH:33][CH:32]=2)[O:27][CH:5]1[Cl:38])(=[O:15])[C:9]1[CH:14]=[CH:13][CH:12]=[CH:11][CH:10]=1. Given the reactants C(O[C@@H:5]1[O:27][C@H:26]([CH2:28][O:29][C:30](=[O:37])[C:31]2[CH:36]=[CH:35][CH:34]=[CH:33][CH:32]=2)[C@@H:16]([O:17][C:18](=[O:25])[C:19]2[CH:24]=[CH:23][CH:22]=[CH:21][CH:20]=2)[C@H:6]1[O:7][C:8](=[O:15])[C:9]1[CH:14]=[CH:13][CH:12]=[CH:11][CH:10]=1)(=O)C.[Cl:38]CCl, predict the reaction product. (3) Given the reactants CS(C)=O.[C:5]([O:9][C:10]([N:12]1[CH2:17][CH2:16][NH:15][CH2:14][CH2:13]1)=[O:11])([CH3:8])([CH3:7])[CH3:6].C(N(CC)C(C)C)(C)C.[CH3:27][O:28][C:29]([C:31]1[N:35]=[C:34]([CH2:36]Cl)[O:33][CH:32]=1)=[O:30], predict the reaction product. The product is: [CH3:27][O:28][C:29]([C:31]1[N:35]=[C:34]([CH2:36][N:15]2[CH2:16][CH2:17][N:12]([C:10]([O:9][C:5]([CH3:8])([CH3:6])[CH3:7])=[O:11])[CH2:13][CH2:14]2)[O:33][CH:32]=1)=[O:30]. (4) Given the reactants CC(C)([O-])C.[K+].[F:7][C:8]1[CH:18]=[CH:17][C:11]2[NH:12][C:13](=O)[CH2:14][O:15][C:10]=2[C:9]=1[CH2:19][CH2:20][N:21]1[CH2:26][CH2:25][N:24]([C:27]2[CH:36]=[CH:35][CH:34]=[C:33]3[C:28]=2[CH:29]=[CH:30][C:31]([C:37]([F:40])([F:39])[F:38])=[N:32]3)[CH2:23][CH2:22]1.C(OP(Cl)(OCC)=O)C.[N+:50]([CH2:52][C:53]([O:55][CH2:56][CH3:57])=[O:54])#[C-:51], predict the reaction product. The product is: [F:7][C:8]1[CH:18]=[CH:17][C:11]2[N:12]3[CH:51]=[N:50][C:52]([C:53]([O:55][CH2:56][CH3:57])=[O:54])=[C:13]3[CH2:14][O:15][C:10]=2[C:9]=1[CH2:19][CH2:20][N:21]1[CH2:22][CH2:23][N:24]([C:27]2[CH:36]=[CH:35][CH:34]=[C:33]3[C:28]=2[CH:29]=[CH:30][C:31]([C:37]([F:39])([F:38])[F:40])=[N:32]3)[CH2:25][CH2:26]1.